Dataset: Experimentally validated miRNA-target interactions with 360,000+ pairs, plus equal number of negative samples. Task: Binary Classification. Given a miRNA mature sequence and a target amino acid sequence, predict their likelihood of interaction. (1) The miRNA is hsa-miR-548ao-3p with sequence AAAGACCGUGACUACUUUUGCA. The protein sequence of the target gene is MAALAAGVSKQRAVAEGLGSNQNAVKYLGQDFETLRKQCLNSGVLFKDPEFPACPSALGYKDLGPGSPDTQGIVWKRPTELCPNPQFIVGGATRTDIRQGGLGDCWLLAAIASLTLNEKLLYRVLPRDQSFQKDYAGIFHFQFWQYGEWVEVVIDDRLPTKNGQLLFLHSEEGNEFWSALLEKAYAKLNGSYEALVGGSTIEGFEDFTGGISEFYDLKKPPENLYYIIQKALRKGSLLGCSIDVSTAAEAEATTRQKLVKGHAYSVTGVEEVNFHGRPEKLIRLRNPWGEVEWSGAWSDN.... Result: 0 (no interaction). (2) The miRNA is hsa-miR-5685 with sequence ACAGCCCAGCAGUUAUCACGGG. The protein sequence of the target gene is MAWVKFLRKPGGNLGKVYQPGSMLSLAPTKGLLNEPGQNSCFLNSAVQVLWQLDIFRRSLRVLTGHVCQGDACIFCALKTIFAQFQHSREKALPSDNIRHALAESFKDEQRFQLGLMDDAAECFENMLERIHFHIVPSRDADMCTSKSCITHQKFAMTLYEQCVCRSCGASSDPLPFTEFVRYISTTALCNEVERMLERHERFKPEMFAELLQAANTTDDYRKCPSNCGQKIKIRRVLMNCPEIVTIGLVWDSEHSDLTEAVVRNLATHLYLPGLFYRVTDENAKNSELNLVGMICYTSQ.... Result: 1 (interaction). (3) The miRNA is hsa-miR-381-3p with sequence UAUACAAGGGCAAGCUCUCUGU. The protein sequence of the target gene is MDCKVHMETTVSRPVLSPTHINATASETFTVLQQRMRIVEEQTSSLRDDLIMLDFGEKRGYLEAPDCLEDLDSQKVISPIQNEAICAGKTDILWKNCEFLVNRMCRLESLMQSLKMNIFRLQTEKDLNPQKTAFLKDRLNAIQEEHSKDLKLLHLEVMNLRQQLRAVKEEEDKAQDEVQRLTATLKIASQTKKNAAIIEEELKTTKRKMNLKIQELRRQLAQEKYLRESLEKSASAMLLKIQEMGSTVEVERKQVHILQQNCIALRDSIQSAQELLAQEQKKKEELEIATSQLKSDLTSR.... Result: 0 (no interaction). (4) The miRNA is mmu-miR-298-5p with sequence GGCAGAGGAGGGCUGUUCUUCCC. The protein sequence of the target gene is MFRLKTLPLLIFLHTQLANAFPVPEHLEEKNIKTAENYLRKFYNLPSNQFRSSRNATMVAEKLKEMQRFFSLAETGKLDAATMGIMEMPRCGVPDSGDFLLTPGSPKWTHTNLTYRIINHTPQLSRAEVKTAIEKAFHVWSVASPLTFTEILQGEADINIAFVSRDHGDNSPFDGPNGILAHAFQPGQGIGGDAHFDSEETWTQDSKNYNLFLVAAHEFGHSLGLSHSTDPGALMYPNYAYREPSTYSLPQDDINGIQTIYGPSDNPIQPTGPSTPKACDPHLRFDATTTLRGEIYFFKD.... Result: 1 (interaction). (5) The miRNA is hsa-miR-4663 with sequence AGCUGAGCUCCAUGGACGUGCAGU. The protein sequence of the target gene is MMCEVMPTISEAEGPPGGGGGHGSGSPSQPDADSHFEQLMVSMLEERDRLLDTLRETQETLALTQGKLHEVGHERDSLQRQLNTALPQEFAALTKELNVCREQLLEREEEIAELKAERNNTRLLLEHLECLVSRHERSLRMTVVKRQAQSPAGVSSEVEVLKALKSLFEHHKALDEKVRERLRVALERCSLLEEELGATHKELMILKEQNNQKKTLTDGVLDINHEQENTPSTSGKRSSDGSLSHEEDLAKVIELQEIISKQSREQSQMKERLASLSSHVTELEEDLDTARKDLIKSEEM.... Result: 0 (no interaction). (6) The protein sequence of the target gene is MAASVEQREGTIQVQGQALFFREALPGSGQARFSVLLLHGIRFSSETWQNLGTLHRLAQAGYRAVAIDLPGLGHSKEAAAPAPIGELAPGSFLAAVVDALELGPPVVISPSLSGMYSLPFLTAPGSQLPGFVPVAPICTDKINAANYASVKTPALIVYGDQDPMGQTSFEHLKQLPNHRVLIMKGAGHPCYLDKPEEWHTGLLDFLQGLQ. The miRNA is hsa-miR-148b-3p with sequence UCAGUGCAUCACAGAACUUUGU. Result: 0 (no interaction).